From a dataset of Full USPTO retrosynthesis dataset with 1.9M reactions from patents (1976-2016). Predict the reactants needed to synthesize the given product. (1) Given the product [CH3:31][C:7]1[C:6]([C:4](=[O:5])[C:33]#[CH:34])=[CH:30][N:9]2[C:8]=1[C:13]([NH:14][C:15]1[CH:16]=[CH:17][C:18]([O:21][C:22]3[CH:27]=[CH:26][CH:25]=[CH:24][CH:23]=3)=[CH:19][CH:20]=1)=[C:12]([C:28]#[N:29])[CH:11]=[N:10]2, predict the reactants needed to synthesize it. The reactants are: CON(C)[C:4]([C:6]1[C:7]([CH3:31])=[C:8]2[C:13]([NH:14][C:15]3[CH:20]=[CH:19][C:18]([O:21][C:22]4[CH:27]=[CH:26][CH:25]=[CH:24][CH:23]=4)=[CH:17][CH:16]=3)=[C:12]([C:28]#[N:29])[CH:11]=[N:10][N:9]2[CH:30]=1)=[O:5].[C:33]([Mg]Br)#[CH:34]. (2) The reactants are: [CH3:1][NH2:2].[C:3]([O:7][C:8]([N:10]1[CH2:15][CH2:14][CH:13]([CH2:16][CH:17]=O)[CH2:12][CH2:11]1)=[O:9])([CH3:6])([CH3:5])[CH3:4].[BH4-].[Na+]. Given the product [C:3]([O:7][C:8]([N:10]1[CH2:15][CH2:14][CH:13]([CH2:16][CH2:17][NH:2][CH3:1])[CH2:12][CH2:11]1)=[O:9])([CH3:6])([CH3:5])[CH3:4], predict the reactants needed to synthesize it. (3) The reactants are: C[O:2][C:3](=[O:24])[CH:4]([C:9]1[CH:14]=[CH:13][C:12]([C:15]2[CH:20]=[CH:19][CH:18]=[CH:17][CH:16]=2)=[CH:11][C:10]=1[N+:21]([O-:23])=[O:22])C(OC)=O. Given the product [N+:21]([C:10]1[CH:11]=[C:12]([C:15]2[CH:16]=[CH:17][CH:18]=[CH:19][CH:20]=2)[CH:13]=[CH:14][C:9]=1[CH2:4][C:3]([OH:24])=[O:2])([O-:23])=[O:22], predict the reactants needed to synthesize it.